Dataset: Reaction yield outcomes from USPTO patents with 853,638 reactions. Task: Predict the reaction yield, written as a fraction of the theoretical maximum amount of product (1.0 means a 100% yield; for example, 0.34 means a 34% yield). (1) The reactants are [O:1]=[C:2]1[CH:7]=[CH:6][N:5]([C:8]2[CH:13]=[CH:12][CH:11]=[C:10]([C:14]([F:17])([F:16])[F:15])[CH:9]=2)[N:4]=[C:3]1[C:18]([NH:20][NH2:21])=O.CO[CH:24](OC)[N:25]([CH3:27])C.C(O)(=O)C.N[C:35]1[CH:40]=[CH:39]C=[CH:37][CH:36]=1. The catalyst is C(#N)C. The product is [C:24]1([N:25]2[CH:27]=[N:21][N:20]=[C:18]2[C:3]2[C:2](=[O:1])[CH:7]=[CH:6][N:5]([C:8]3[CH:13]=[CH:12][CH:11]=[C:10]([C:14]([F:17])([F:16])[F:15])[CH:9]=3)[N:4]=2)[CH:39]=[CH:40][CH:35]=[CH:36][CH:37]=1. The yield is 0.530. (2) The reactants are [F:1][C:2]1[C:7]([CH:8]([OH:25])[C:9]2[CH:10]=[C:11]3[C:16](=[CH:17][CH:18]=2)[N:15]=[CH:14][C:13]([N:19]2[CH2:24][CH2:23][O:22][CH2:21][CH2:20]2)=[N:12]3)=[C:6]([F:26])[C:5]([F:27])=[CH:4][C:3]=1[NH:28][C:29](=[O:34])[C:30]([CH3:33])([CH3:32])[CH3:31]. The catalyst is C(Cl)Cl.O=[Mn]=O. The product is [F:1][C:2]1[C:7]([C:8]([C:9]2[CH:10]=[C:11]3[C:16](=[CH:17][CH:18]=2)[N:15]=[CH:14][C:13]([N:19]2[CH2:20][CH2:21][O:22][CH2:23][CH2:24]2)=[N:12]3)=[O:25])=[C:6]([F:26])[C:5]([F:27])=[CH:4][C:3]=1[NH:28][C:29](=[O:34])[C:30]([CH3:32])([CH3:31])[CH3:33]. The yield is 0.900.